This data is from Forward reaction prediction with 1.9M reactions from USPTO patents (1976-2016). The task is: Predict the product of the given reaction. (1) Given the reactants [NH2:1][C:2]1[C:10]2[N:9]=[C:8]([CH2:11][N:12]([CH3:23])[CH:13]3[C:22]4[N:21]=[CH:20][CH:19]=[CH:18][C:17]=4[CH2:16][CH2:15][CH2:14]3)[NH:7][C:6]=2[CH:5]=[CH:4][CH:3]=1.[CH:24]([CH:26]=O)=O.[NH4+:28].[Cl-].[CH2:30]=O.OP(O)(O)=O, predict the reaction product. The product is: [N:1]1([C:2]2[C:10]3[N:9]=[C:8]([CH2:11][N:12]([CH3:23])[CH:13]4[C:22]5[N:21]=[CH:20][CH:19]=[CH:18][C:17]=5[CH2:16][CH2:15][CH2:14]4)[NH:7][C:6]=3[CH:5]=[CH:4][CH:3]=2)[CH:26]=[CH:24][N:28]=[CH:30]1. (2) Given the reactants O=P(Cl)(Cl)Cl.CN([CH:9]=[O:10])C.[CH2:11]([O:13][C:14]([C:16]1[N:17]([CH:34]([CH3:36])[CH3:35])[CH:18]=[C:19]([C:27]2[CH:32]=[CH:31][C:30]([F:33])=[CH:29][CH:28]=2)[C:20]=1[C:21]1[CH:26]=[CH:25][CH:24]=[CH:23][CH:22]=1)=[O:15])[CH3:12], predict the reaction product. The product is: [CH2:11]([O:13][C:14]([C:16]1[N:17]([CH:34]([CH3:35])[CH3:36])[C:18]([CH:9]=[O:10])=[C:19]([C:27]2[CH:28]=[CH:29][C:30]([F:33])=[CH:31][CH:32]=2)[C:20]=1[C:21]1[CH:26]=[CH:25][CH:24]=[CH:23][CH:22]=1)=[O:15])[CH3:12]. (3) Given the reactants [NH2:1][C:2]1[CH:3]=[C:4]2[C:8](=[CH:9][CH:10]=1)[C:7]1([C:14](=[O:15])[N:13]([CH2:16][C:17]([N:19]([CH2:25][C:26]3[CH:31]=[CH:30][CH:29]=[CH:28][CH:27]=3)[C@H:20]([CH:22]3[CH2:24][CH2:23]3)[CH3:21])=[O:18])[C:12](=[O:32])[NH:11]1)[CH2:6][CH2:5]2.[CH3:33][C:34]1[O:38][N:37]=[CH:36][C:35]=1[C:39](Cl)=[O:40].O, predict the reaction product. The product is: [CH2:25]([N:19]([CH:20]([CH:22]1[CH2:23][CH2:24]1)[CH3:21])[C:17](=[O:18])[CH2:16][N:13]1[C:14](=[O:15])[C@:7]2([C:8]3[C:4](=[CH:3][C:2]([NH:1][C:39]([C:35]4[CH:36]=[N:37][O:38][C:34]=4[CH3:33])=[O:40])=[CH:10][CH:9]=3)[CH2:5][CH2:6]2)[NH:11][C:12]1=[O:32])[C:26]1[CH:31]=[CH:30][CH:29]=[CH:28][CH:27]=1. (4) The product is: [CH3:20][C:19]1[CH:21]=[CH:22][C:16]([S:13]([O:8][CH2:9][CH:5]([OH:6])[CH2:4][N:1]=[N+:2]=[N-:3])(=[O:15])=[O:14])=[CH:17][CH:18]=1. Given the reactants [N:1]([CH2:4][CH:5]1[CH2:9][O:8]C(C)(C)[O:6]1)=[N+:2]=[N-:3].Cl.[S:13](Cl)([C:16]1[CH:22]=[CH:21][C:19]([CH3:20])=[CH:18][CH:17]=1)(=[O:15])=[O:14].O, predict the reaction product. (5) The product is: [CH3:1][O:2][C:3](=[O:34])[CH2:4][C:5]1[CH:6]=[C:7]([C:13]2[CH:18]=[CH:17][C:16]([C:19]([F:22])([F:20])[F:21])=[CH:15][C:14]=2[CH2:23][N:24]([CH:25]2[CH2:33][C:32]3[C:27](=[CH:28][CH:29]=[CH:30][CH:31]=3)[CH2:26]2)[C:36]([O:38][CH3:39])=[O:37])[C:8]([O:11][CH3:12])=[CH:9][CH:10]=1. Given the reactants [CH3:1][O:2][C:3](=[O:34])[CH2:4][C:5]1[CH:6]=[C:7]([C:13]2[CH:18]=[CH:17][C:16]([C:19]([F:22])([F:21])[F:20])=[CH:15][C:14]=2[CH2:23][NH:24][CH:25]2[CH2:33][C:32]3[C:27](=[CH:28][CH:29]=[CH:30][CH:31]=3)[CH2:26]2)[C:8]([O:11][CH3:12])=[CH:9][CH:10]=1.Cl[C:36]([O:38][CH3:39])=[O:37], predict the reaction product. (6) Given the reactants Cl.[N:2]1([C:6]([C:8]2[CH:42]=[CH:41][C:11]([O:12][C:13]3[CH:14]=[C:15]([CH:26]=[C:27]([O:29][C@@H:30]([CH3:40])[CH2:31][O:32][Si](C(C)(C)C)(C)C)[CH:28]=3)[C:16]([NH:18][C:19]3[CH:23]=[C:22]([CH3:24])[N:21]([CH3:25])[N:20]=3)=[O:17])=[CH:10][CH:9]=2)=[O:7])[CH2:5][CH2:4][CH2:3]1.C(=O)(O)[O-].[Na+], predict the reaction product. The product is: [N:2]1([C:6]([C:8]2[CH:42]=[CH:41][C:11]([O:12][C:13]3[CH:14]=[C:15]([CH:26]=[C:27]([O:29][C@@H:30]([CH3:40])[CH2:31][OH:32])[CH:28]=3)[C:16]([NH:18][C:19]3[CH:23]=[C:22]([CH3:24])[N:21]([CH3:25])[N:20]=3)=[O:17])=[CH:10][CH:9]=2)=[O:7])[CH2:3][CH2:4][CH2:5]1. (7) Given the reactants Br[CH2:2][C:3](=O)[C:4]([O:6][CH2:7][CH3:8])=[O:5].[CH3:10][C:11]1[CH:12]=[CH:13][C:14]([NH2:17])=[N:15][CH:16]=1, predict the reaction product. The product is: [CH3:10][C:11]1[CH:12]=[CH:13][C:14]2[N:15]([CH:2]=[C:3]([C:4]([O:6][CH2:7][CH3:8])=[O:5])[N:17]=2)[CH:16]=1. (8) Given the reactants Cl[C:2]1[N:7]=[C:6]([S:8][CH3:9])[CH:5]=[CH:4][N:3]=1.[NH2:10][C:11]1[CH:12]=[C:13]([C:18]2[S:22][C:21]([C:23]3([OH:27])[CH2:26][CH2:25][CH2:24]3)=[N:20][CH:19]=2)[CH:14]=[C:15]([CH3:17])[CH:16]=1.CC1(C)C2C(=C(P(C3C=CC=CC=3)C3C=CC=CC=3)C=CC=2)OC2C(P(C3C=CC=CC=3)C3C=CC=CC=3)=CC=CC1=2.C(=O)([O-])[O-].[Cs+].[Cs+], predict the reaction product. The product is: [CH3:17][C:15]1[CH:14]=[C:13]([C:18]2[S:22][C:21]([C:23]3([OH:27])[CH2:26][CH2:25][CH2:24]3)=[N:20][CH:19]=2)[CH:12]=[C:11]([NH:10][C:2]2[N:7]=[C:6]([S:8][CH3:9])[CH:5]=[CH:4][N:3]=2)[CH:16]=1. (9) Given the reactants [F:1][C:2]1[C:3]([C:15]([F:18])([F:17])[F:16])=[CH:4][C:5]([C:9]2[CH:14]=[CH:13][N:12]=[N:11][CH:10]=2)=[C:6]([OH:8])[CH:7]=1.[Cl:19][C:20]1[C:21](F)=[CH:22][C:23]([F:28])=[C:24]([CH:27]=1)[C:25]#[N:26].C(=O)([O-])[O-].[K+].[K+], predict the reaction product. The product is: [Cl:19][C:20]1[C:21]([O:8][C:6]2[CH:7]=[C:2]([F:1])[C:3]([C:15]([F:16])([F:18])[F:17])=[CH:4][C:5]=2[C:9]2[CH:14]=[CH:13][N:12]=[N:11][CH:10]=2)=[CH:22][C:23]([F:28])=[C:24]([CH:27]=1)[C:25]#[N:26].